Dataset: Full USPTO retrosynthesis dataset with 1.9M reactions from patents (1976-2016). Task: Predict the reactants needed to synthesize the given product. (1) Given the product [C:27]([O:26][C:24]([N:7]([CH2:4][CH:5]=[O:1])[CH:8]1[CH2:13][CH2:12][N:11]([C:14]([O:16][CH2:17][C:18]2[CH:19]=[CH:20][CH:21]=[CH:22][CH:23]=2)=[O:15])[CH2:10][CH2:9]1)=[O:25])([CH3:29])([CH3:30])[CH3:28], predict the reactants needed to synthesize it. The reactants are: [O:1]=[O+][O-].[CH2:4]([N:7]([C:24]([O:26][C:27]([CH3:30])([CH3:29])[CH3:28])=[O:25])[CH:8]1[CH2:13][CH2:12][N:11]([C:14]([O:16][CH2:17][C:18]2[CH:23]=[CH:22][CH:21]=[CH:20][CH:19]=2)=[O:15])[CH2:10][CH2:9]1)[CH:5]=C.CSC. (2) The reactants are: Cl.O1CCOCC1.[Cl:8][C:9]1[CH:14]=[C:13]([NH:15][C:16](=[O:23])[C:17]2[CH:22]=[CH:21][CH:20]=[CH:19][N:18]=2)[CH:12]=[CH:11][C:10]=1[N:24]1[CH2:29][CH2:28][N:27](C(OC(C)(C)C)=O)[CH2:26][CH2:25]1. Given the product [Cl:8][C:9]1[CH:14]=[C:13]([NH:15][C:16](=[O:23])[C:17]2[CH:22]=[CH:21][CH:20]=[CH:19][N:18]=2)[CH:12]=[CH:11][C:10]=1[N:24]1[CH2:29][CH2:28][NH:27][CH2:26][CH2:25]1, predict the reactants needed to synthesize it.